This data is from Forward reaction prediction with 1.9M reactions from USPTO patents (1976-2016). The task is: Predict the product of the given reaction. (1) The product is: [Cl:35][C:34]1[C:22]([CH2:21][C:6]2[CH:5]=[N:4][C:3]([CH:17]3[CH2:18][CH2:19]3)=[C:2]([Cl:1])[CH:7]=2)=[CH:23][C:24]([F:36])=[C:25]([CH:33]=1)[C:26]([NH:28][S:29]([CH3:32])(=[O:31])=[O:30])=[O:27]. Given the reactants [Cl:1][C:2]1[C:3]([CH:17]2[CH2:19][CH2:18]2)=[N:4][CH:5]=[C:6](B2OC(C)(C)C(C)(C)O2)[CH:7]=1.Br[CH2:21][C:22]1[C:34]([Cl:35])=[CH:33][C:25]([C:26]([NH:28][S:29]([CH3:32])(=[O:31])=[O:30])=[O:27])=[C:24]([F:36])[CH:23]=1.C(=O)([O-])[O-].[K+].[K+].N#N, predict the reaction product. (2) Given the reactants [C:1]([CH2:4][CH2:5][CH2:6][CH2:7][CH2:8][O:9][C:10]1[C:11]([C:24]2[CH:25]=[C:26]([CH:32]=[CH:33][C:34]([O:36]CC)=[O:35])[CH:27]=[CH:28][C:29]=2[O:30][CH3:31])=[CH:12][C:13]2[C:14]([CH3:23])([CH3:22])[CH2:15][CH2:16][C:17]([CH3:21])([CH3:20])[C:18]=2[CH:19]=1)(O)=[O:2].C1([NH:45]C2CCCCC2)CCCCC1.S(Cl)(Cl)=O.C(N(CC)CC)C.N.Cl, predict the reaction product. The product is: [C:1]([CH2:4][CH2:5][CH2:6][CH2:7][CH2:8][O:9][C:10]1[C:11]([C:24]2[CH:25]=[C:26]([CH:32]=[CH:33][C:34]([OH:36])=[O:35])[CH:27]=[CH:28][C:29]=2[O:30][CH3:31])=[CH:12][C:13]2[C:14]([CH3:23])([CH3:22])[CH2:15][CH2:16][C:17]([CH3:21])([CH3:20])[C:18]=2[CH:19]=1)(=[O:2])[NH2:45].